This data is from Reaction yield outcomes from USPTO patents with 853,638 reactions. The task is: Predict the reaction yield, written as a fraction of the theoretical maximum amount of product (1.0 means a 100% yield; for example, 0.34 means a 34% yield). The reactants are [CH3:1][O:2][C:3]1[C:12]([NH:13][C:14](=[S:22])OC2C=CC=CC=2)=[N:11][C:10]2[C:5](=[CH:6][CH:7]=[CH:8][CH:9]=2)[N:4]=1.[Br:23][C:24]1[CH:25]=[C:26]([N:30]2[CH2:35][CH2:34][NH:33][CH2:32][CH2:31]2)[CH:27]=[CH:28][CH:29]=1. No catalyst specified. The product is [CH3:1][O:2][C:3]1[C:12]([NH:13][C:14]([N:33]2[CH2:32][CH2:31][N:30]([C:26]3[CH:27]=[CH:28][CH:29]=[C:24]([Br:23])[CH:25]=3)[CH2:35][CH2:34]2)=[S:22])=[N:11][C:10]2[C:5](=[CH:6][CH:7]=[CH:8][CH:9]=2)[N:4]=1. The yield is 0.575.